This data is from Full USPTO retrosynthesis dataset with 1.9M reactions from patents (1976-2016). The task is: Predict the reactants needed to synthesize the given product. (1) Given the product [CH2:47]([O:46][C:44]([CH2:43][CH2:42][CH2:41][NH:1][C@H:2]([C:34]1[CH:39]=[CH:38][CH:37]=[CH:36][CH:35]=1)[CH2:3][N:4]1[C:9](=[O:10])[C:8]([C:11]2[CH:16]=[CH:15][CH:14]=[C:13]([O:17][CH3:18])[C:12]=2[F:19])=[C:7]([CH3:20])[N:6]([CH2:21][C:22]2[C:27]([C:28]([F:29])([F:31])[F:30])=[CH:26][CH:25]=[CH:24][C:23]=2[F:32])[C:5]1=[O:33])=[O:45])[CH3:48], predict the reactants needed to synthesize it. The reactants are: [NH2:1][C@H:2]([C:34]1[CH:39]=[CH:38][CH:37]=[CH:36][CH:35]=1)[CH2:3][N:4]1[C:9](=[O:10])[C:8]([C:11]2[CH:16]=[CH:15][CH:14]=[C:13]([O:17][CH3:18])[C:12]=2[F:19])=[C:7]([CH3:20])[N:6]([CH2:21][C:22]2[C:27]([C:28]([F:31])([F:30])[F:29])=[CH:26][CH:25]=[CH:24][C:23]=2[F:32])[C:5]1=[O:33].Br[CH2:41][CH2:42][CH2:43][C:44]([O:46][CH2:47][CH3:48])=[O:45].CCN(C(C)C)C(C)C. (2) Given the product [N:1]1[CH:6]=[CH:5][CH:4]=[CH:3][C:2]=1[C:7]1[N:11]=[C:10]([C:12]2[CH:13]=[N:14][CH:15]=[C:16]([C:23]3[CH:24]=[N:19][CH:20]=[N:21][CH:22]=3)[CH:17]=2)[O:9][N:8]=1, predict the reactants needed to synthesize it. The reactants are: [N:1]1[CH:6]=[CH:5][CH:4]=[CH:3][C:2]=1[C:7]1[N:11]=[C:10]([C:12]2[CH:13]=[N:14][CH:15]=[C:16](Br)[CH:17]=2)[O:9][N:8]=1.[N:19]1[CH:24]=[C:23](B(O)O)[CH:22]=[N:21][CH:20]=1.C(=O)([O-])[O-].[Na+].[Na+]. (3) Given the product [Cl:18][C:17]1[C:12]([CH2:11][N:7]2[C:6]3[CH:20]=[C:2]([C:24]4[CH:25]=[C:26]([CH:30]=[CH:31][CH:32]=4)[C:27]([OH:29])=[O:28])[CH:3]=[C:4]([CH3:21])[C:5]=3[N:9]=[C:8]2[CH3:10])=[N:13][CH:14]=[C:15]([Cl:19])[CH:16]=1, predict the reactants needed to synthesize it. The reactants are: Br[C:2]1[CH:3]=[C:4]([CH3:21])[C:5]2[N:9]=[C:8]([CH3:10])[N:7]([CH2:11][C:12]3[C:17]([Cl:18])=[CH:16][C:15]([Cl:19])=[CH:14][N:13]=3)[C:6]=2[CH:20]=1.OB(O)[C:24]1[CH:25]=[C:26]([CH:30]=[CH:31][CH:32]=1)[C:27]([OH:29])=[O:28].